From a dataset of TCR-epitope binding with 47,182 pairs between 192 epitopes and 23,139 TCRs. Binary Classification. Given a T-cell receptor sequence (or CDR3 region) and an epitope sequence, predict whether binding occurs between them. The epitope is ITEEVGHTDLMAAY. The TCR CDR3 sequence is CASSQFPTASYEQYF. Result: 1 (the TCR binds to the epitope).